This data is from Full USPTO retrosynthesis dataset with 1.9M reactions from patents (1976-2016). The task is: Predict the reactants needed to synthesize the given product. (1) Given the product [C:20]([C:23]1[CH:28]=[CH:27][C:26]([C:17]2[CH:16]=[N:15][C:10]3[NH:11][CH2:12][C:13](=[O:14])[N:8]([CH2:1][C:2]4[CH:7]=[CH:6][CH:5]=[CH:4][CH:3]=4)[C:9]=3[CH:18]=2)=[CH:25][CH:24]=1)(=[O:22])[CH3:21], predict the reactants needed to synthesize it. The reactants are: [CH2:1]([N:8]1[C:13](=[O:14])[CH2:12][NH:11][C:10]2[N:15]=[CH:16][C:17](I)=[CH:18][C:9]1=2)[C:2]1[CH:7]=[CH:6][CH:5]=[CH:4][CH:3]=1.[C:20]([C:23]1[CH:28]=[CH:27][C:26](B(O)O)=[CH:25][CH:24]=1)(=[O:22])[CH3:21]. (2) The reactants are: [Cl:1][C:2]1[CH:9]=[CH:8][C:5]([C:6]#[N:7])=[C:4](F)[CH:3]=1.[OH:11][C:12]1[C:21]2[C:16](=[CH:17][CH:18]=[CH:19][CH:20]=2)[C:15]([CH:22]=[O:23])=[CH:14][CH:13]=1.C(=O)([O-])[O-].[Cs+].[Cs+].O. Given the product [Cl:1][C:2]1[CH:9]=[CH:8][C:5]([C:6]#[N:7])=[C:4]([O:11][C:12]2[C:21]3[C:16](=[CH:17][CH:18]=[CH:19][CH:20]=3)[C:15]([CH:22]=[O:23])=[CH:14][CH:13]=2)[CH:3]=1, predict the reactants needed to synthesize it. (3) The reactants are: [CH3:1][O:2][CH2:3][CH2:4][O:5][CH2:6][O:7][C:8]1[CH:13]=[CH:12][CH:11]=[CH:10][C:9]=1[N:14]1[CH2:19][CH2:18][N:17]([CH2:20][C:21]([NH:23][C:24]2[CH:29]=[CH:28][CH:27]=[CH:26][N:25]=2)=O)[CH2:16][CH2:15]1.[H-].[H-].[H-].[H-].[Li+].[Al+3]. Given the product [CH3:1][O:2][CH2:3][CH2:4][O:5][CH2:6][O:7][C:8]1[CH:13]=[CH:12][CH:11]=[CH:10][C:9]=1[N:14]1[CH2:19][CH2:18][N:17]([CH2:20][CH2:21][NH:23][C:24]2[CH:29]=[CH:28][CH:27]=[CH:26][N:25]=2)[CH2:16][CH2:15]1, predict the reactants needed to synthesize it. (4) Given the product [CH2:1]([O:5][CH2:6][C:7]1[CH:8]=[CH:9][C:10]([N:13]2[CH:17]=[CH:16][C:15]([CH:18]([C:20]3[CH:32]=[CH:31][C:23]4[NH:24][C:25](=[O:27])[S:26][C:22]=4[CH:21]=3)[CH3:19])=[N:14]2)=[N:11][CH:12]=1)[C:2]([CH3:4])=[O:3], predict the reactants needed to synthesize it. The reactants are: [CH2:1]([O:5][CH2:6][C:7]1[CH:8]=[CH:9][C:10]([N:13]2[CH:17]=[CH:16][C:15]([CH:18]([C:20]3[CH:32]=[CH:31][C:23]4[N:24](COC)[C:25](=[O:27])[S:26][C:22]=4[CH:21]=3)[CH3:19])=[N:14]2)=[N:11][CH:12]=1)[C:2]([CH3:4])=[O:3]. (5) The reactants are: OO.[CH3:3][S:4][C:5]1[CH:6]=[C:7]([C:11]2[S:15][C:14]([C:16]([O:18][C:19]([CH3:22])([CH3:21])[CH3:20])=[O:17])=[CH:13][CH:12]=2)[N:8]=[N:9][CH:10]=1.[O-:23]S(S([O-])=O)=O.[Na+].[Na+].C(Cl)Cl. Given the product [CH3:3][S:4]([C:5]1[CH:6]=[C:7]([C:11]2[S:15][C:14]([C:16]([O:18][C:19]([CH3:22])([CH3:21])[CH3:20])=[O:17])=[CH:13][CH:12]=2)[N:8]=[N:9][CH:10]=1)=[O:23], predict the reactants needed to synthesize it. (6) The reactants are: [NH2:1][C:2]1[CH:3]=[C:4]([CH:10]=[CH:11][CH:12]=1)[C:5]([O:7][CH2:8][CH3:9])=[O:6].[CH:13]1([C:19](Cl)=[O:20])[CH2:18][CH2:17][CH2:16][CH2:15][CH2:14]1. Given the product [CH:13]1([C:19]([NH:1][C:2]2[CH:3]=[C:4]([CH:10]=[CH:11][CH:12]=2)[C:5]([O:7][CH2:8][CH3:9])=[O:6])=[O:20])[CH2:18][CH2:17][CH2:16][CH2:15][CH2:14]1, predict the reactants needed to synthesize it. (7) The reactants are: [CH2:1]([N:8]1[C:16]2[CH:15]=[CH:14][CH:13]=[C:12]([NH2:17])[C:11]=2[C:10]([CH2:18][CH3:19])=[N:9]1)[C:2]1[CH:7]=[CH:6][CH:5]=[CH:4][CH:3]=1.[Cl:20]N1C(=O)CCC1=O. Given the product [CH2:1]([N:8]1[C:16]2[CH:15]=[CH:14][C:13]([Cl:20])=[C:12]([NH2:17])[C:11]=2[C:10]([CH2:18][CH3:19])=[N:9]1)[C:2]1[CH:3]=[CH:4][CH:5]=[CH:6][CH:7]=1, predict the reactants needed to synthesize it.